From a dataset of Forward reaction prediction with 1.9M reactions from USPTO patents (1976-2016). Predict the product of the given reaction. (1) Given the reactants [Cl:1][C:2]1[CH:7]=[CH:6][C:5]([C:8]2[C:12]([C:13]([OH:15])=[O:14])=[CH:11][S:10][N:9]=2)=[CH:4][CH:3]=1.[CH3:16][C:17](O)([CH3:19])[CH3:18].CCN=C=NCCCN(C)C, predict the reaction product. The product is: [C:17]([O:14][C:13]([C:12]1[C:8]([C:5]2[CH:4]=[CH:3][C:2]([Cl:1])=[CH:7][CH:6]=2)=[N:9][S:10][CH:11]=1)=[O:15])([CH3:19])([CH3:18])[CH3:16]. (2) Given the reactants Cl[C:2]1[C:3]2[C:10]([CH3:11])=[C:9]([CH2:12][CH3:13])[NH:8][C:4]=2[N:5]=[CH:6][N:7]=1.[NH:14]1[C:22]2[C:17](=[CH:18][C:19]([NH2:23])=[CH:20][CH:21]=2)[CH:16]=[N:15]1.Cl, predict the reaction product. The product is: [CH2:12]([C:9]1[NH:8][C:4]2[N:5]=[CH:6][N:7]=[C:2]([NH:23][C:19]3[CH:18]=[C:17]4[C:22](=[CH:21][CH:20]=3)[NH:14][N:15]=[CH:16]4)[C:3]=2[C:10]=1[CH3:11])[CH3:13].